Dataset: Reaction yield outcomes from USPTO patents with 853,638 reactions. Task: Predict the reaction yield, written as a fraction of the theoretical maximum amount of product (1.0 means a 100% yield; for example, 0.34 means a 34% yield). (1) The reactants are [C:1]([O:5][C:6]([N:8]1[CH2:12][CH2:11][C@H:10]([NH:13][C:14]2[C:22]3[C:17](=[N:18][CH:19]=[CH:20][C:21]=3[O:23][C:24]3[CH:32]=[CH:31][C:27]([C:28]([OH:30])=O)=[CH:26][CH:25]=3)[N:16]([CH2:33][C:34]3[CH:39]=[CH:38][C:37]([O:40][CH3:41])=[CH:36][CH:35]=3)[N:15]=2)[CH2:9]1)=[O:7])([CH3:4])([CH3:3])[CH3:2].[N:42]1[CH:47]=[CH:46][C:45]([NH2:48])=[N:44][CH:43]=1. No catalyst specified. The product is [CH3:41][O:40][C:37]1[CH:38]=[CH:39][C:34]([CH2:33][N:16]2[C:17]3=[N:18][CH:19]=[CH:20][C:21]([O:23][C:24]4[CH:25]=[CH:26][C:27]([C:28](=[O:30])[NH:48][C:45]5[CH:46]=[CH:47][N:42]=[CH:43][N:44]=5)=[CH:31][CH:32]=4)=[C:22]3[C:14]([NH:13][C@@H:10]3[CH2:11][CH2:12][N:8]([C:6]([O:5][C:1]([CH3:2])([CH3:3])[CH3:4])=[O:7])[CH2:9]3)=[N:15]2)=[CH:35][CH:36]=1. The yield is 0.390. (2) The reactants are [F:1][C:2]1[CH:7]=[C:6]([F:8])[CH:5]=[CH:4][C:3]=1[C:9]1[N:10]=[C:11]2[C:16]([CH2:17][CH3:18])=[N:15][CH:14]=[CH:13][N:12]2[C:19]=1[C:20]1[CH:25]=[CH:24][N:23]=[C:22](S(C)(=O)=O)[N:21]=1.[NH2:30][CH2:31][C:32]([CH3:35])([OH:34])[CH3:33]. The catalyst is C(#N)C. The product is [F:1][C:2]1[CH:7]=[C:6]([F:8])[CH:5]=[CH:4][C:3]=1[C:9]1[N:10]=[C:11]2[C:16]([CH2:17][CH3:18])=[N:15][CH:14]=[CH:13][N:12]2[C:19]=1[C:20]1[CH:25]=[CH:24][N:23]=[C:22]([NH:30][CH2:31][C:32]([CH3:35])([OH:34])[CH3:33])[N:21]=1. The yield is 0.760. (3) The reactants are C1(S([N:10]2[C:14]3=[N:15][CH:16]=[C:17](Br)[CH:18]=[C:13]3[C:12]([C:20]#[N:21])=[CH:11]2)(=O)=O)C=CC=CC=1.[F:22][C:23]1[CH:28]=[CH:27][CH:26]=[CH:25][C:24]=1B(O)O.[Li+].[Cl-].C([O-])([O-])=O.[Na+].[Na+]. The catalyst is Cl[Pd](Cl)([P](C1C=CC=CC=1)(C1C=CC=CC=1)C1C=CC=CC=1)[P](C1C=CC=CC=1)(C1C=CC=CC=1)C1C=CC=CC=1.C1(C)C=CC=CC=1.CCO. The product is [F:22][C:23]1[CH:28]=[CH:27][CH:26]=[CH:25][C:24]=1[C:17]1[CH:18]=[C:13]2[C:12]([C:20]#[N:21])=[CH:11][NH:10][C:14]2=[N:15][CH:16]=1. The yield is 0.380. (4) The reactants are S(Cl)([Cl:3])=O.[CH2:5]1[C:13]2[C:8](=[CH:9][C:10]([CH2:14]O)=[CH:11][CH:12]=2)[CH2:7][CH2:6]1. The catalyst is C(Cl)(Cl)Cl. The product is [Cl:3][CH2:14][C:10]1[CH:9]=[C:8]2[C:13](=[CH:12][CH:11]=1)[CH2:5][CH2:6][CH2:7]2. The yield is 0.990. (5) The reactants are C(=O)([O-])[O-].[K+].[K+].[NH2:7][CH:8]1[CH2:13][CH2:12][N:11]([CH2:14][CH2:15][N:16]2[CH:20]=[C:19]([NH:21][C:22]([C:24]3[CH:25]=[N:26][N:27]4[CH:32]=[CH:31][CH:30]=[N:29][C:28]=34)=[O:23])[C:18]([C:33]3[CH:38]=[C:37]([Cl:39])[CH:36]=[CH:35][C:34]=3[O:40][CH:41]([F:43])[F:42])=[N:17]2)[CH2:10][CH2:9]1.Br[CH2:45][C:46]([O:48][C:49]([CH3:52])([CH3:51])[CH3:50])=[O:47]. The catalyst is CN(C=O)C. The product is [Cl:39][C:37]1[CH:36]=[CH:35][C:34]([O:40][CH:41]([F:43])[F:42])=[C:33]([C:18]2[C:19]([NH:21][C:22]([C:24]3[CH:25]=[N:26][N:27]4[CH:32]=[CH:31][CH:30]=[N:29][C:28]=34)=[O:23])=[CH:20][N:16]([CH2:15][CH2:14][N:11]3[CH2:12][CH2:13][CH:8]([NH:7][CH2:45][C:46]([O:48][C:49]([CH3:52])([CH3:51])[CH3:50])=[O:47])[CH2:9][CH2:10]3)[N:17]=2)[CH:38]=1. The yield is 0.430. (6) The reactants are [Br:1][C:2]1[CH:10]=[CH:9][C:8]([O:11][CH3:12])=[CH:7][C:3]=1[C:4](O)=[O:5].B. The catalyst is C1COCC1. The product is [Br:1][C:2]1[CH:10]=[CH:9][C:8]([O:11][CH3:12])=[CH:7][C:3]=1[CH2:4][OH:5]. The yield is 0.960.